From a dataset of Ames mutagenicity test results for genotoxicity prediction. Regression/Classification. Given a drug SMILES string, predict its toxicity properties. Task type varies by dataset: regression for continuous values (e.g., LD50, hERG inhibition percentage) or binary classification for toxic/non-toxic outcomes (e.g., AMES mutagenicity, cardiotoxicity, hepatotoxicity). Dataset: ames. (1) The drug is Cc1c(C)c2c(nc(N)n2C)c2nccnc12. The result is 1 (mutagenic). (2) The compound is Nc1cccc2nc3ccccc3c(N)c12. The result is 1 (mutagenic). (3) The molecule is CC(O)COCC(C)O. The result is 0 (non-mutagenic). (4) The molecule is C[C@@H]1O[C@@H](O[C@H]2C[C@](O)(CO)Cc3c(O)c4c(c(O)c32)C(=O)c2ccccc2C4=O)[C@H](I)[C@H](O)[C@@H]1O. The result is 1 (mutagenic). (5) The compound is Cc1cnc2c(C)cc3c(nc(N)n3C)c2n1. The result is 1 (mutagenic). (6) The compound is O=c1ccc2ccccc2o1. The result is 1 (mutagenic).